From a dataset of Full USPTO retrosynthesis dataset with 1.9M reactions from patents (1976-2016). Predict the reactants needed to synthesize the given product. (1) Given the product [N:33]([CH2:6][C:7]1[O:11][N:10]=[C:9]([CH3:12])[C:8]=1[C:13]1[CH:18]=[CH:17][CH:16]=[CH:15][C:14]=1[C:19]([C:20]1[CH:25]=[CH:24][C:23]([Cl:26])=[CH:22][CH:21]=1)=[O:27])=[N+:34]=[N-:35], predict the reactants needed to synthesize it. The reactants are: CS(O[CH2:6][C:7]1[O:11][N:10]=[C:9]([CH3:12])[C:8]=1[C:13]1[CH:18]=[CH:17][CH:16]=[CH:15][C:14]=1[C:19](=[O:27])[C:20]1[CH:25]=[CH:24][C:23]([Cl:26])=[CH:22][CH:21]=1)(=O)=O.CN(C=O)C.[N-:33]=[N+:34]=[N-:35].[Na+]. (2) Given the product [CH3:1][C:2]1[CH:7]=[C:6]([O:8][CH2:9][CH2:10][CH:11]([C:16]2[S:17][C:18]3[CH:25]=[C:24]([C:26]([F:29])([F:27])[F:28])[CH:23]=[CH:22][C:19]=3[C:20]=2[CH3:21])[O:12][CH2:13][CH2:14][CH3:15])[CH:5]=[CH:4][C:3]=1[O:30][CH2:31][C:32]([OH:34])=[O:33], predict the reactants needed to synthesize it. The reactants are: [CH3:1][C:2]1[CH:7]=[C:6]([O:8][CH2:9][CH2:10][CH:11]([C:16]2[S:17][C:18]3[CH:25]=[C:24]([C:26]([F:29])([F:28])[F:27])[CH:23]=[CH:22][C:19]=3[C:20]=2[CH3:21])[O:12][CH2:13][CH2:14][CH3:15])[CH:5]=[CH:4][C:3]=1[O:30][CH2:31][C:32]([O:34]CC)=[O:33].[OH-].[Na+]. (3) Given the product [CH2:17]([N:1]1[CH2:6][CH2:5][CH2:4][CH2:3][CH2:2]1)[CH2:16][C:15]#[CH:14], predict the reactants needed to synthesize it. The reactants are: [NH:1]1[CH2:6][CH2:5][CH2:4][CH2:3][CH2:2]1.C(=O)([O-])[O-].[K+].[K+].Br[CH2:14][CH2:15][C:16]#[CH:17]. (4) Given the product [OH:4][CH2:5][CH:6]([CH2:20][OH:21])[CH2:7][CH2:8][N:9]1[CH:17]=[N:16][C:15]2[C:14](=[O:25])[NH:13][C:12]([NH2:19])=[N:11][C:10]1=2.[CH:17]1[N:9]([CH2:8][CH2:7][CH:6]([CH2:20][OH:21])[CH2:5][OH:4])[C:10]2[N:11]=[C:12]([NH2:19])[N:13]=[C:14]([OH:25])[C:15]=2[N:16]=1, predict the reactants needed to synthesize it. The reactants are: C([O:4][CH2:5][CH:6]([CH2:20][O:21]C(=O)C)[CH2:7][CH2:8][N:9]1[CH:17]=[N:16][C:15]2[C:10]1=[N:11][C:12]([NH2:19])=[N:13][C:14]=2Cl)(=O)C.[OH2:25].[OH-].[Na+]. (5) Given the product [Cl:1][C:2]1[C:3]([NH:15][C:16]([C:18]2[C:26]3[C:21](=[CH:22][C:23]([F:27])=[CH:24][CH:25]=3)[N:20]([CH3:28])[CH:19]=2)=[O:17])=[CH:4][C:5]([F:14])=[C:6]([CH2:8][C:9]([OH:11])=[O:10])[CH:7]=1, predict the reactants needed to synthesize it. The reactants are: [Cl:1][C:2]1[C:3]([NH:15][C:16]([C:18]2[C:26]3[C:21](=[CH:22][C:23]([F:27])=[CH:24][CH:25]=3)[N:20]([CH3:28])[CH:19]=2)=[O:17])=[CH:4][C:5]([F:14])=[C:6]([CH2:8][C:9]([O:11]CC)=[O:10])[CH:7]=1.[OH-].[Na+]. (6) Given the product [CH3:16][NH:17][C:18]1[CH:19]=[C:20]([C:2]2[C:3]3[C:10]([C:11]([O:13][CH2:14][CH3:15])=[O:12])=[CH:9][NH:8][C:4]=3[N:5]=[CH:6][N:7]=2)[CH:21]=[CH:22][CH:23]=1, predict the reactants needed to synthesize it. The reactants are: Cl[C:2]1[C:3]2[C:10]([C:11]([O:13][CH2:14][CH3:15])=[O:12])=[CH:9][NH:8][C:4]=2[N:5]=[CH:6][N:7]=1.[CH3:16][NH:17][C:18]1[CH:23]=[CH:22][CH:21]=[C:20](B2OC(C)(C)C(C)(C)O2)[CH:19]=1.C(=O)([O-])[O-].[Na+].[Na+].O. (7) Given the product [CH3:1][O:2][C:3](=[O:31])[CH2:4][CH2:5][C:6]1[CH:11]=[CH:10][C:9]([O:12][CH:13]([C:15]2[O:19][C:18]([C:20]3[CH:25]=[CH:24][C:23]([B:32]4[O:36][C:35]([CH3:38])([CH3:37])[C:34]([CH3:40])([CH3:39])[O:33]4)=[CH:22][CH:21]=3)=[N:17][C:16]=2[CH:27]([CH3:29])[CH3:28])[CH3:14])=[CH:8][C:7]=1[CH3:30], predict the reactants needed to synthesize it. The reactants are: [CH3:1][O:2][C:3](=[O:31])[CH2:4][CH2:5][C:6]1[CH:11]=[CH:10][C:9]([O:12][CH:13]([C:15]2[O:19][C:18]([C:20]3[CH:25]=[CH:24][C:23](Br)=[CH:22][CH:21]=3)=[N:17][C:16]=2[CH:27]([CH3:29])[CH3:28])[CH3:14])=[CH:8][C:7]=1[CH3:30].[B:32]1([B:32]2[O:36][C:35]([CH3:38])([CH3:37])[C:34]([CH3:40])([CH3:39])[O:33]2)[O:36][C:35]([CH3:38])([CH3:37])[C:34]([CH3:40])([CH3:39])[O:33]1.C([O-])(=O)C.[K+]. (8) Given the product [CH:16]1([P:9](=[O:22])([CH:10]2[CH2:15][CH2:14][CH2:13][CH2:12][CH2:11]2)[C:3]2[CH:4]3[CH2:8][CH:7]([C:2]=2[C:32]2[C:31]([O:30][CH3:29])=[CH:36][CH:35]=[CH:34][C:33]=2[O:37][CH3:38])[CH2:6][CH2:5]3)[CH2:21][CH2:20][CH2:19][CH2:18][CH2:17]1, predict the reactants needed to synthesize it. The reactants are: Br[C:2]1[CH:7]2[CH2:8][CH:4]([CH2:5][CH2:6]2)[C:3]=1[P:9](=[O:22])([CH:16]1[CH2:21][CH2:20][CH2:19][CH2:18][CH2:17]1)[CH:10]1[CH2:15][CH2:14][CH2:13][CH2:12][CH2:11]1.O1CCOCC1.[CH3:29][O:30][C:31]1[CH:36]=[CH:35][CH:34]=[C:33]([O:37][CH3:38])[C:32]=1B(O)O.C(=O)([O-])[O-].[K+].[K+].